From a dataset of Catalyst prediction with 721,799 reactions and 888 catalyst types from USPTO. Predict which catalyst facilitates the given reaction. Reactant: [C:1]1([S:7][C:8]2[CH:13]=[CH:12][CH:11]=[CH:10][CH:9]=2)[CH:6]=[CH:5][CH:4]=[CH:3][CH:2]=1.ClN1C(=[O:21])N(Cl)C(=O)N(Cl)C1=O.Cl[O-].[Na+].S([O-])([O-])=O.[Na+].[Na+].[OH2:35]. Product: [C:8]1([S:7]([C:1]2[CH:2]=[CH:3][CH:4]=[CH:5][CH:6]=2)(=[O:21])=[O:35])[CH:9]=[CH:10][CH:11]=[CH:12][CH:13]=1. The catalyst class is: 11.